Dataset: Catalyst prediction with 721,799 reactions and 888 catalyst types from USPTO. Task: Predict which catalyst facilitates the given reaction. Reactant: C(Cl)(=O)C(Cl)=O.CS(C)=O.[OH:11][CH2:12][C:13]1[CH2:18][CH2:17][C:16](=[O:19])[N:15]([CH3:20])[N:14]=1.C(N(CC)CC)C. Product: [CH3:20][N:15]1[C:16](=[O:19])[CH2:17][CH2:18][C:13]([CH:12]=[O:11])=[N:14]1. The catalyst class is: 2.